This data is from Forward reaction prediction with 1.9M reactions from USPTO patents (1976-2016). The task is: Predict the product of the given reaction. (1) Given the reactants [NH2:1][C:2]1[N:10]=[C:9]2[C:5]([N:6]=[CH:7][N:8]2[CH2:11][C:12]2([O:15][CH2:16][P:17](=[O:20])([OH:19])[OH:18])[CH2:14][CH2:13]2)=[CH:4][N:3]=1.[C:21]([O:26][CH2:27]Cl)(=[O:25])[CH:22]([CH3:24])[CH3:23], predict the reaction product. The product is: [CH3:23][CH:22]([CH3:24])[C:21]([O:26][CH2:27][O:20][P:17]([CH2:16][O:15][C:12]1([CH2:11][N:8]2[CH:7]=[N:6][C:5]3[C:9]2=[N:10][C:2]([NH2:1])=[N:3][CH:4]=3)[CH2:13][CH2:14]1)(=[O:18])[O:19][CH2:27][O:26][C:21](=[O:25])[CH:22]([CH3:24])[CH3:23])=[O:25]. (2) Given the reactants F[C:2](F)(F)[C:3]([OH:5])=[O:4].[Cl:8][C:9]1[CH:14]=[C:13]([CH3:15])[CH:12]=[CH:11][C:10]=1[C:16]1[N:20]([CH3:21])[N:19]=[CH:18][C:17]=1[S:22][Si](C(C)C)(C(C)C)C(C)C, predict the reaction product. The product is: [Cl:8][C:9]1[CH:14]=[C:13]([CH3:15])[CH:12]=[CH:11][C:10]=1[C:16]1[N:20]([CH3:21])[N:19]=[CH:18][C:17]=1[S:22][CH2:2][C:3]([OH:5])=[O:4]. (3) Given the reactants [Cl:1][C:2]1[CH:3]=[CH:4][C:5]2[N:6]([C:8]([CH:11]([C:13]3[CH:22]=[CH:21][C:16]4[N:17]=[CH:18][N:19]([CH3:20])[C:15]=4[CH:14]=3)[OH:12])=[CH:9][N:10]=2)[N:7]=1.CC(OI1(OC(C)=O)(OC(C)=O)OC(=O)C2C=CC=CC1=2)=O, predict the reaction product. The product is: [Cl:1][C:2]1[CH:3]=[CH:4][C:5]2[N:6]([C:8]([C:11]([C:13]3[CH:22]=[CH:21][C:16]4[N:17]=[CH:18][N:19]([CH3:20])[C:15]=4[CH:14]=3)=[O:12])=[CH:9][N:10]=2)[N:7]=1. (4) Given the reactants [Cl:1][C:2]1[CH:7]=[CH:6][CH:5]=[CH:4][C:3]=1[O:8][CH2:9]Cl.[CH2:11]([O:13][C:14](=[O:19])[CH:15]([C:17]#[N:18])[CH3:16])[CH3:12].CC[O-].[Na+], predict the reaction product. The product is: [CH2:11]([O:13][C:14](=[O:19])[C:15]([C:17]#[N:18])([CH3:16])[CH2:9][O:8][C:3]1[CH:4]=[CH:5][CH:6]=[CH:7][C:2]=1[Cl:1])[CH3:12]. (5) Given the reactants [CH2:1]([O:8][C:9]1[CH:17]=[C:16]2[C:12]([CH:13]=[CH:14][NH:15]2)=[CH:11][CH:10]=1)[C:2]1[CH:7]=[CH:6][CH:5]=[CH:4][CH:3]=1.[C:18](Cl)(=[O:22])[C:19](Cl)=[O:20].[CH3:24][O-:25].[Na+], predict the reaction product. The product is: [CH3:24][O:25][C:18](=[O:22])[C:19]([C:13]1[C:12]2[C:16](=[CH:17][C:9]([O:8][CH2:1][C:2]3[CH:3]=[CH:4][CH:5]=[CH:6][CH:7]=3)=[CH:10][CH:11]=2)[NH:15][CH:14]=1)=[O:20]. (6) Given the reactants [CH2:1]([O:4][C@H:5]1[C:13]2[C:8](=[CH:9][C:10]([O:14][CH3:15])=[CH:11][CH:12]=2)[C@@H:7]([NH2:16])[CH2:6]1)[CH:2]=[CH2:3].[F:17][C:18]1[CH:19]=[C:20]([CH2:25][C@H:26]([NH:30][C:31](=[O:40])[O:32][CH2:33][C:34]2[CH:39]=[CH:38][CH:37]=[CH:36][CH:35]=2)[C@H:27]2[CH2:29][O:28]2)[CH:21]=[C:22]([F:24])[CH:23]=1, predict the reaction product. The product is: [CH2:1]([O:4][C@H:5]1[C:13]2[C:8](=[CH:9][C:10]([O:14][CH3:15])=[CH:11][CH:12]=2)[C@@H:7]([NH:16][CH2:29][C@@H:27]([OH:28])[C@@H:26]([NH:30][C:31](=[O:40])[O:32][CH2:33][C:34]2[CH:39]=[CH:38][CH:37]=[CH:36][CH:35]=2)[CH2:25][C:20]2[CH:19]=[C:18]([F:17])[CH:23]=[C:22]([F:24])[CH:21]=2)[CH2:6]1)[CH:2]=[CH2:3]. (7) Given the reactants Br[C:2]1[CH:7]=[CH:6][C:5]([O:8][C:9]2[CH:14]=[CH:13][CH:12]=[CH:11][CH:10]=2)=[C:4]([F:15])[CH:3]=1.O(C1C=CC([B:31]2[O:35][C:34]([CH3:37])([CH3:36])[C:33]([CH3:39])([CH3:38])[O:32]2)=CC=1C#N)C1C=CC=CC=1.CO[C@@H]1[C@@H](C(OC)=O)[C@@H]2[C@@H](CN3[C@H](C2)C2NC4C=C(OC)C=CC=4C=2CC3)C[C@H]1OC(C1C=C(OC)C(OC)=C(OC)C=1)=O, predict the reaction product. The product is: [F:15][C:4]1[CH:3]=[C:2]([B:31]2[O:35][C:34]([CH3:37])([CH3:36])[C:33]([CH3:39])([CH3:38])[O:32]2)[CH:7]=[CH:6][C:5]=1[O:8][C:9]1[CH:14]=[CH:13][CH:12]=[CH:11][CH:10]=1.